The task is: Predict the reaction yield, written as a fraction of the theoretical maximum amount of product (1.0 means a 100% yield; for example, 0.34 means a 34% yield).. This data is from Reaction yield outcomes from USPTO patents with 853,638 reactions. The reactants are [N:1]1[C:11]2[C:10]3[S:12][C:13]([C:15]4[CH:16]=[CH:17][C:18]([NH2:21])=[N:19][CH:20]=4)=[CH:14][C:9]=3[CH2:8][CH2:7][O:6][C:5]=2[CH:4]=[CH:3][CH:2]=1.[C:22](OC(=O)C)(=[O:24])[CH3:23]. No catalyst specified. The product is [N:1]1[C:11]2[C:10]3[S:12][C:13]([C:15]4[CH:16]=[CH:17][C:18]([NH:21][C:22]([CH3:23])=[O:24])=[N:19][CH:20]=4)=[CH:14][C:9]=3[CH2:8][CH2:7][O:6][C:5]=2[CH:4]=[CH:3][CH:2]=1. The yield is 0.600.